From a dataset of Reaction yield outcomes from USPTO patents with 853,638 reactions. Predict the reaction yield, written as a fraction of the theoretical maximum amount of product (1.0 means a 100% yield; for example, 0.34 means a 34% yield). (1) The catalyst is CN(C=O)C. The product is [N:2]1[NH:16][N:17]=[N:18][C:1]=1[CH:3]1[CH2:8][O:7][CH2:6][CH2:5][N:4]1[C:9]([O:11][C:12]([CH3:15])([CH3:14])[CH3:13])=[O:10]. The reactants are [C:1]([CH:3]1[CH2:8][O:7][CH2:6][CH2:5][N:4]1[C:9]([O:11][C:12]([CH3:15])([CH3:14])[CH3:13])=[O:10])#[N:2].[N-:16]=[N+:17]=[N-:18].[Na+].[Cl-].[NH4+]. The yield is 0.807. (2) The reactants are [CH3:1][S:2]([C:5]1[CH:10]=[CH:9][C:8]([NH:11][C:12]2[C:13]3[N:14]([C:18]([C:21]#[C:22][Si](C)(C)C)=[CH:19][N:20]=3)[CH:15]=[CH:16][CH:17]=2)=[CH:7][CH:6]=1)(=[O:4])=[O:3].[F-].C([N+](CCCC)(CCCC)CCCC)CCC.CO.C(Cl)Cl. The catalyst is C1COCC1. The product is [C:21]([C:18]1[N:14]2[CH:15]=[CH:16][CH:17]=[C:12]([NH:11][C:8]3[CH:9]=[CH:10][C:5]([S:2]([CH3:1])(=[O:4])=[O:3])=[CH:6][CH:7]=3)[C:13]2=[N:20][CH:19]=1)#[CH:22]. The yield is 1.00. (3) The reactants are [C:1]([O:5][C:6]([C@@H:8]([C@@H:12]([C:16]1[CH:21]=[CH:20][C:19]([C:22]([F:25])([F:24])[F:23])=[CH:18][CH:17]=1)/[CH:13]=[CH:14]/[CH3:15])[C:9]([OH:11])=[O:10])=[O:7])([CH3:4])([CH3:3])[CH3:2].CO.[Si](C=[N+]=[N-])(C)(C)[CH3:29].CCCCCC. The catalyst is C1C=CC=CC=1. The product is [C:1]([O:5][C:6]([C@@H:8]([C@@H:12]([C:16]1[CH:17]=[CH:18][C:19]([C:22]([F:23])([F:24])[F:25])=[CH:20][CH:21]=1)/[CH:13]=[CH:14]/[CH3:15])[C:9]([O:11][CH3:29])=[O:10])=[O:7])([CH3:2])([CH3:3])[CH3:4]. The yield is 0.980. (4) The reactants are CN(C)[C:3]([CH3:17])=[CH:4][C:5]([C:7]1[CH:12]=[CH:11][C:10]([C:13]([F:16])([F:15])[F:14])=[CH:9][CH:8]=1)=O.C([O:23][C:24](=[O:34])[C:25]1[CH:30]=[CH:29][C:28]([C:31](=[NH:33])[NH2:32])=[CH:27][CH:26]=1)(C)(C)C.C(OC(=O)C1C=CC=C(C(=N)N)C=1)(C)(C)C.[H-].[Na+]. The catalyst is C(O)C. The product is [CH3:17][C:3]1[CH:4]=[C:5]([C:7]2[CH:12]=[CH:11][C:10]([C:13]([F:14])([F:15])[F:16])=[CH:9][CH:8]=2)[N:32]=[C:31]([C:28]2[CH:27]=[CH:26][C:25]([C:24]([OH:23])=[O:34])=[CH:30][CH:29]=2)[N:33]=1. The yield is 0.0270. (5) The reactants are C([NH:5][S:6]([C:9]1[CH:14]=[CH:13][CH:12]=[C:11]([C:15]2[N:20]=[C:19]([C:21]3[CH:26]=[C:25]([C:27]4[CH:32]=[CH:31][C:30]([C:33]([F:36])([F:35])[F:34])=[CH:29][CH:28]=4)[CH:24]=[C:23]([CH2:37][O:38]C4CCCCO4)[N:22]=3)[CH:18]=[CH:17][CH:16]=2)[CH:10]=1)(=[O:8])=[O:7])(C)(C)C.C(O)(C(F)(F)F)=O. The catalyst is [OH-].[Na+]. The product is [OH:38][CH2:37][C:23]1[N:22]=[C:21]([C:19]2[CH:18]=[CH:17][CH:16]=[C:15]([C:11]3[CH:10]=[C:9]([S:6]([NH2:5])(=[O:8])=[O:7])[CH:14]=[CH:13][CH:12]=3)[N:20]=2)[CH:26]=[C:25]([C:27]2[CH:32]=[CH:31][C:30]([C:33]([F:34])([F:35])[F:36])=[CH:29][CH:28]=2)[CH:24]=1. The yield is 0.230. (6) The reactants are [Li+].CC([N-]C(C)C)C.[C:9]([CH:11]1[CH2:16][CH2:15][N:14]([C:17]([O:19][C:20]([CH3:23])([CH3:22])[CH3:21])=[O:18])[CH2:13][CH2:12]1)#[N:10].Cl[C:25]([O:27][CH2:28][CH3:29])=[O:26]. The catalyst is C1COCC1. The product is [C:9]([C:11]1([C:25]([O:27][CH2:28][CH3:29])=[O:26])[CH2:16][CH2:15][N:14]([C:17]([O:19][C:20]([CH3:23])([CH3:22])[CH3:21])=[O:18])[CH2:13][CH2:12]1)#[N:10]. The yield is 0.516. (7) The reactants are [H-].[H-].[H-].[H-].[Li+].[Al+3].F[C:8]1[CH:13]=[CH:12][CH:11]=[CH:10][C:9]=1[C:14]1([C:20]#[N:21])[CH2:19][CH2:18][O:17][CH2:16][CH2:15]1.[C@H](O)(C([O-])=O)[C@@H](O)C([O-])=O.[Na+].[K+]. The catalyst is C(COC)OC. The product is [O:17]1[CH2:18][CH2:19][C:14]2([C:9]3[C:10](=[CH:11][CH:12]=[CH:13][CH:8]=3)[NH:21][CH2:20]2)[CH2:15][CH2:16]1. The yield is 0.450. (8) The reactants are CO[NH:3][CH2:4][CH2:5][C:6]1[CH:11]=[CH:10][CH:9]=[CH:8][CH:7]=1.C1C[O:15][CH2:14]C1.CCN(CC)CC.Cl[C:25]([O:27][CH3:28])=[O:26]. The catalyst is C(OCC)(=O)C.O. The product is [CH3:28][O:27][C:25](=[O:26])[NH:3][CH2:4][CH2:5][C:6]1[CH:7]=[CH:8][CH:9]=[C:10]([O:15][CH3:14])[CH:11]=1. The yield is 0.980. (9) The reactants are F.F.F.C(N(CC)CC)C.[Si]([O:28][CH2:29][C@H:30]1[O:34][C@@H:33]([N:35]2[CH:42]=[C:41]([CH3:43])[C:39](=[O:40])[NH:38][C:36]2=[O:37])[C@H:32]([O:44][CH2:45][CH2:46][O:47][N:48]([CH3:50])[CH3:49])[C@@H:31]1[OH:51])(C(C)(C)C)(C1C=CC=CC=1)C1C=CC=CC=1.CO. The catalyst is C1COCC1.C(Cl)Cl. The product is [CH3:49][N:48]([CH3:50])[O:47][CH2:46][CH2:45][O:44][C@@H:32]1[C@H:31]([OH:51])[C@@H:30]([CH2:29][OH:28])[O:34][C@H:33]1[N:35]1[CH:42]=[C:41]([CH3:43])[C:39](=[O:40])[NH:38][C:36]1=[O:37]. The yield is 0.925.